Dataset: Catalyst prediction with 721,799 reactions and 888 catalyst types from USPTO. Task: Predict which catalyst facilitates the given reaction. (1) Reactant: [NH:1]1[C:9]2[C:4](=[CH:5][C:6]([NH:10][C:11]3[C:20]4[C:15](=[CH:16][CH:17]=[CH:18][CH:19]=4)[N:14]=[C:13]([C:21]4[CH:22]=[C:23]([CH:29]=[CH:30][CH:31]=4)[O:24][CH2:25][C:26]([OH:28])=O)[N:12]=3)=[CH:7][CH:8]=2)[CH:3]=[N:2]1.CC[N:34](C(C)C)C(C)C.C1CN([P+](ON2N=NC3C=CC=CC2=3)(N2CCCC2)N2CCCC2)CC1.F[P-](F)(F)(F)(F)F.N. Product: [NH:1]1[C:9]2[C:4](=[CH:5][C:6]([NH:10][C:11]3[C:20]4[C:15](=[CH:16][CH:17]=[CH:18][CH:19]=4)[N:14]=[C:13]([C:21]4[CH:22]=[C:23]([CH:29]=[CH:30][CH:31]=4)[O:24][CH2:25][C:26]([NH2:34])=[O:28])[N:12]=3)=[CH:7][CH:8]=2)[CH:3]=[N:2]1. The catalyst class is: 59. (2) Reactant: [NH2:1][C@@H:2]1[CH2:7][CH2:6][CH2:5][N:4]([C:8]([O:10][C:11]([CH3:14])([CH3:13])[CH3:12])=[O:9])[CH2:3]1.[F:15][C:16]1[CH:17]=[CH:18][C:19]2[N:20]([C:22]([C:25]3[N:30]=[C:29](F)[C:28]([C:32]([F:35])([F:34])[F:33])=[C:27]([O:36][CH3:37])[N:26]=3)=[CH:23][N:24]=2)[CH:21]=1. Product: [F:15][C:16]1[CH:17]=[CH:18][C:19]2[N:20]([C:22]([C:25]3[N:30]=[C:29]([NH:1][C@@H:2]4[CH2:7][CH2:6][CH2:5][N:4]([C:8]([O:10][C:11]([CH3:14])([CH3:13])[CH3:12])=[O:9])[CH2:3]4)[C:28]([C:32]([F:33])([F:34])[F:35])=[C:27]([O:36][CH3:37])[N:26]=3)=[CH:23][N:24]=2)[CH:21]=1. The catalyst class is: 8.